Dataset: Catalyst prediction with 721,799 reactions and 888 catalyst types from USPTO. Task: Predict which catalyst facilitates the given reaction. (1) Reactant: Br[C:2]1[CH:25]=[CH:24][CH:23]=[CH:22][C:3]=1[CH2:4][S:5]([N:8]1[CH2:13][CH2:12][CH:11]([NH:14][C:15](=[O:21])[O:16][C:17]([CH3:20])([CH3:19])[CH3:18])[CH2:10][CH2:9]1)(=[O:7])=[O:6].[F:26][C:27]1[CH:32]=[C:31](B2OC(C)(C)C(C)(C)O2)[CH:30]=[CH:29][C:28]=1[C:42]1[N:43]=[CH:44][C:45]([NH2:48])=[N:46][CH:47]=1.C(Cl)Cl.C([O-])([O-])=O.[Na+].[Na+]. Product: [NH2:48][C:45]1[N:46]=[CH:47][C:42]([C:28]2[C:27]([F:26])=[CH:32][C:31]([C:2]3[CH:25]=[CH:24][CH:23]=[CH:22][C:3]=3[CH2:4][S:5]([N:8]3[CH2:13][CH2:12][CH:11]([NH:14][C:15](=[O:21])[O:16][C:17]([CH3:20])([CH3:19])[CH3:18])[CH2:10][CH2:9]3)(=[O:7])=[O:6])=[CH:30][CH:29]=2)=[N:43][CH:44]=1. The catalyst class is: 151. (2) The catalyst class is: 55. Reactant: COC1C=CC(C[N:8]2[C:12]3[N:13]=[C:14]([C:25]4[CH:30]=[CH:29][C:28]([O:31]C)=[CH:27][CH:26]=4)[C:15]4[CH2:16][NH:17][C:18]5[CH:24]=[CH:23][CH:22]=[CH:21][C:19]=5[C:20]=4[C:11]=3[C:10]([CH3:33])=[N:9]2)=CC=1. Product: [CH3:33][C:10]1[C:11]2[C:20]3[C:19]4[CH:21]=[CH:22][CH:23]=[CH:24][C:18]=4[N:17]=[CH:16][C:15]=3[C:14]([C:25]3[CH:30]=[CH:29][C:28]([OH:31])=[CH:27][CH:26]=3)=[N:13][C:12]=2[NH:8][N:9]=1. (3) Reactant: [CH3:1][C:2]1[N:6]([CH:7]2[CH2:12][CH2:11][O:10][CH2:9][CH2:8]2)[C:5]2[CH:13]=[CH:14][C:15]([C:17]([OH:19])=O)=[CH:16][C:4]=2[N:3]=1.S(Cl)(Cl)=O.[NH2:24][C:25]1[CH:30]=[C:29]([N+:31]([O-:33])=[O:32])[CH:28]=[CH:27][C:26]=1O.C(N(CC)CC)C.CS(O)(=O)=O.C(=O)([O-])O.[Na+]. Product: [N+:31]([C:29]1[CH:28]=[CH:27][C:26]2[O:19][C:17]([C:15]3[CH:14]=[CH:13][C:5]4[N:6]([CH:7]5[CH2:8][CH2:9][O:10][CH2:11][CH2:12]5)[C:2]([CH3:1])=[N:3][C:4]=4[CH:16]=3)=[N:24][C:25]=2[CH:30]=1)([O-:33])=[O:32]. The catalyst class is: 132.